Task: Regression. Given a peptide amino acid sequence and an MHC pseudo amino acid sequence, predict their binding affinity value. This is MHC class II binding data.. Dataset: Peptide-MHC class II binding affinity with 134,281 pairs from IEDB (1) The peptide sequence is YASVEAANASPLQVA. The MHC is HLA-DPA10201-DPB10501 with pseudo-sequence HLA-DPA10201-DPB10501. The binding affinity (normalized) is 0.0719. (2) The peptide sequence is LIDTKCYKLEHPV. The MHC is DRB3_0101 with pseudo-sequence DRB3_0101. The binding affinity (normalized) is 0. (3) The peptide sequence is VWREMHHLVEFEPPH. The MHC is HLA-DQA10501-DQB10302 with pseudo-sequence HLA-DQA10501-DQB10302. The binding affinity (normalized) is 0.399. (4) The peptide sequence is LTEIQEAVIREAVGK. The MHC is DRB1_0101 with pseudo-sequence DRB1_0101. The binding affinity (normalized) is 0.362. (5) The peptide sequence is ALLVVAVGLRVV. The MHC is DRB1_0101 with pseudo-sequence DRB1_0101. The binding affinity (normalized) is 0.877. (6) The peptide sequence is AGAWRTAAVELARAL. The MHC is HLA-DPA10201-DPB10501 with pseudo-sequence HLA-DPA10201-DPB10501. The binding affinity (normalized) is 0.437.